Dataset: Forward reaction prediction with 1.9M reactions from USPTO patents (1976-2016). Task: Predict the product of the given reaction. (1) Given the reactants [F:1][C:2]1[CH:3]=[C:4]([C:8]2[C:9]([OH:26])=[C:10]([C:23]([OH:25])=O)[C:11]3[N:12]=[CH:13][C:14]([C:18]4[S:19][CH:20]=[CH:21][N:22]=4)=[N:15][C:16]=3[CH:17]=2)[CH:5]=[CH:6][CH:7]=1.[CH2:27](C1C=NC2C(C(O)=O)=C(O)C(C3C=CC=C(F)C=3)=CC=2N=1)[CH2:28]CC.Cl.C([NH:55][CH2:56][C:57]([OH:59])=[O:58])C.C(N(CC)CC)C.C1CN([P+](ON2N=NC3C=CC=CC2=3)(N2CCCC2)N2CCCC2)CC1.F[P-](F)(F)(F)(F)F, predict the reaction product. The product is: [F:1][C:2]1[CH:3]=[C:4]([C:8]2[CH:17]=[C:16]3[C:11]([N:12]=[CH:13][C:14]([C:18]4[S:19][CH:20]=[CH:21][N:22]=4)=[N:15]3)=[C:10]([C:23]([NH:55][CH2:56][C:57]([O:59][CH2:27][CH3:28])=[O:58])=[O:25])[C:9]=2[OH:26])[CH:5]=[CH:6][CH:7]=1. (2) Given the reactants C[O:2][C:3](=[O:33])[CH2:4][C:5]1[CH:10]=[CH:9][C:8]([N:11]2[C:18](=[S:19])[N:17]([C:20]3[CH:25]=[CH:24][C:23]([C:26]#[N:27])=[C:22]([C:28]([F:31])([F:30])[F:29])[CH:21]=3)[C:16](=[O:32])[C:12]32[CH2:15][CH2:14][CH2:13]3)=[CH:7][CH:6]=1.[OH-].[Na+], predict the reaction product. The product is: [C:26]([C:23]1[CH:24]=[CH:25][C:20]([N:17]2[C:16](=[O:32])[C:12]3([CH2:13][CH2:14][CH2:15]3)[N:11]([C:8]3[CH:7]=[CH:6][C:5]([CH2:4][C:3]([OH:33])=[O:2])=[CH:10][CH:9]=3)[C:18]2=[S:19])=[CH:21][C:22]=1[C:28]([F:30])([F:31])[F:29])#[N:27]. (3) The product is: [Cl:1][C:2]1[CH:7]=[CH:6][CH:5]=[CH:4][C:3]=1[N:8]1[C:17](=[O:18])[C:16]2[CH:15]=[N:14][C:13]([NH:36][C:35]3[CH:34]=[CH:33][C:32]([CH2:31][N:28]4[CH2:27][CH2:26][O:25][CH2:30][CH2:29]4)=[CH:38][CH:37]=3)=[N:12][C:11]=2[N:10]2[CH:22]=[CH:23][N:24]=[C:9]12. Given the reactants [Cl:1][C:2]1[CH:7]=[CH:6][CH:5]=[CH:4][C:3]=1[N:8]1[C:17](=[O:18])[C:16]2[C:11](=[N:12][C:13](S(C)=O)=[N:14][CH:15]=2)[N:10]2[CH:22]=[CH:23][N:24]=[C:9]12.[O:25]1[CH2:30][CH2:29][N:28]([CH2:31][C:32]2[CH:38]=[CH:37][C:35]([NH2:36])=[CH:34][CH:33]=2)[CH2:27][CH2:26]1, predict the reaction product.